From a dataset of Reaction yield outcomes from USPTO patents with 853,638 reactions. Predict the reaction yield, written as a fraction of the theoretical maximum amount of product (1.0 means a 100% yield; for example, 0.34 means a 34% yield). (1) The reactants are [C:1]([O:8][CH3:9])(=[O:7])/[CH:2]=[CH:3]/[C:4]([OH:6])=[O:5].[CH3:10][O:11][CH2:12][CH2:13][NH:14][C:15](=[O:18])[CH2:16]Cl. The yield is 0.0800. The catalyst is CN1C(=O)CCC1. The product is [C:4]([O:6][CH2:16][C:15](=[O:18])[NH:14][CH2:13][CH2:12][O:11][CH3:10])(=[O:5])/[CH:3]=[CH:2]/[C:1]([O:8][CH3:9])=[O:7]. (2) The reactants are CN(C(ON1N=NC2C=CC=NC1=2)=[N+](C)C)C.F[P-](F)(F)(F)(F)F.[Br:25][C:26]1[CH:31]=[CH:30][C:29]([C:32](=[O:50])[CH2:33][NH:34][C:35]([CH2:37][NH:38][CH2:39][C:40]([NH:42][CH:43]([CH:47]([CH3:49])[CH3:48])[C:44](O)=[O:45])=[O:41])=[O:36])=[CH:28][CH:27]=1.CN1CCOCC1. The catalyst is CN(C=O)C. The product is [Br:25][C:26]1[CH:31]=[CH:30][C:29]([C:32](=[O:50])[CH2:33][NH:34][C:35](=[O:36])[CH2:37][N:38]2[CH2:39][C:40](=[O:41])[NH:42][CH:43]([CH:47]([CH3:49])[CH3:48])[C:44]2=[O:45])=[CH:28][CH:27]=1. The yield is 0.600. (3) The reactants are [Cl:1][C:2]1[CH:3]=[C:4]2[C:9](=[C:10]([F:12])[CH:11]=1)[C:8](=O)[CH2:7][CH2:6][CH2:5]2.C([O-])(=O)C.[Na+].Cl.[NH2:20][OH:21].C(OCC)(=O)C. The catalyst is C(O)C.O.CCCCCC. The product is [Cl:1][C:2]1[CH:3]=[C:4]2[C:9](=[C:10]([F:12])[CH:11]=1)[C:8](=[N:20][OH:21])[CH2:7][CH2:6][CH2:5]2. The yield is 0.970. (4) The reactants are [C:1]([CH:5]1[CH2:10][CH2:9][CH:8]([O:11][C:12]2[CH:13]=[C:14]3[C:19](=[CH:20][CH:21]=2)[CH:18]=[C:17]([CH2:22][N:23]2[CH2:28][CH2:27][C:26]([CH2:32][CH3:33])([C:29]([OH:31])=[O:30])[CH2:25][CH2:24]2)[CH:16]=[CH:15]3)[CH2:7][CH2:6]1)([CH3:4])([CH3:3])[CH3:2].[C:34]1(C2(C(O)=O)CCNCC2)[CH:39]=CC=[CH:36][CH:35]=1.C(C1CCC(OC2C=C3C(=CC=2)C=C(C=O)C=C3)CC1)(C)(C)C.C(O)(=O)C.CO.C([BH3-])#N.[Na+]. No catalyst specified. The product is [C:1]([CH:5]1[CH2:6][CH2:7][CH:8]([O:11][C:12]2[CH:13]=[C:14]3[C:19](=[CH:20][CH:21]=2)[CH:18]=[C:17]([CH2:22][N:23]2[CH2:24][CH2:25][C:26]([C:32]4[CH:36]=[CH:35][CH:34]=[CH:39][CH:33]=4)([C:29]([OH:31])=[O:30])[CH2:27][CH2:28]2)[CH:16]=[CH:15]3)[CH2:9][CH2:10]1)([CH3:4])([CH3:3])[CH3:2]. The yield is 0.0500. (5) The yield is 0.300. The product is [CH2:1]([O:8][C:9]1[CH:18]=[CH:17][C:16]2[C:11](=[CH:12][CH:13]=[C:14]([O:19][CH3:20])[CH:15]=2)[C:10]=1[O:37][C:34]1[CH:33]=[CH:32][C:31]([O:30][CH2:29][CH2:28][N:22]2[CH2:27][CH2:26][CH2:25][CH2:24][CH2:23]2)=[CH:36][CH:35]=1)[C:2]1[CH:7]=[CH:6][CH:5]=[CH:4][CH:3]=1. The catalyst is C1(C)C=CC=CC=1. The reactants are [CH2:1]([O:8][C:9]1[CH:18]=[CH:17][C:16]2[C:11](=[CH:12][CH:13]=[C:14]([O:19][CH3:20])[CH:15]=2)[C:10]=1Br)[C:2]1[CH:7]=[CH:6][CH:5]=[CH:4][CH:3]=1.[N:22]1([CH2:28][CH2:29][O:30][C:31]2[CH:36]=[CH:35][C:34]([OH:37])=[CH:33][CH:32]=2)[CH2:27][CH2:26][CH2:25][CH2:24][CH2:23]1.C(=O)([O-])[O-].[Cs+].[Cs+].C(OCC)(=O)C. (6) The product is [Br:8][C:9]1[C:10]2[CH:11]3[CH2:4][CH:12]3[C:13](=[O:21])[N:14]([CH3:20])[C:15]=2[CH:16]=[CH:17][C:18]=1[CH3:19]. The catalyst is CS(C)=O. The yield is 0.310. The reactants are [H-].[Na+].[I-].[CH3:4][S+](C)C.[Br:8][C:9]1[C:18]([CH3:19])=[CH:17][CH:16]=[C:15]2[C:10]=1[CH:11]=[CH:12][C:13](=[O:21])[N:14]2[CH3:20]. (7) The reactants are [C:1]([O:4][CH2:5][C:6]1[C:11]([N:12]2[CH2:17][CH2:16][C:15]3[C:18]4[CH2:24][CH2:23][CH2:22][CH2:21][C:19]=4[S:20][C:14]=3[C:13]2=[O:25])=[CH:10][C:9]([F:26])=[CH:8][C:7]=1B1OC(C)(C)C(C)(C)O1)(=[O:3])[CH3:2].I[C:37]1[N:45]=[C:44]2[C:40]([N:41]=[CH:42][N:43]2[CH2:46][O:47][CH2:48][CH2:49][Si:50]([CH3:53])([CH3:52])[CH3:51])=[C:39]([NH:54][C:55]2[CH:60]=[CH:59][C:58]([N:61]3[CH2:66][CH2:65][N:64]([CH:67]4[CH2:70][O:69][CH2:68]4)[CH2:63][CH2:62]3)=[CH:57][CH:56]=2)[N:38]=1.[O-]P([O-])([O-])=O.[K+].[K+].[K+].C([O-])(=O)C.[Na+]. The catalyst is C1C=CC(P(C2C=CC=CC=2)[C-]2C=CC=C2)=CC=1.C1C=CC(P(C2C=CC=CC=2)[C-]2C=CC=C2)=CC=1.Cl[Pd]Cl.[Fe+2].C(#N)C.O. The product is [C:1]([O:4][CH2:5][C:6]1[C:11]([N:12]2[C:13](=[O:25])[C:14]3[S:20][C:19]4[CH2:21][CH2:22][CH2:23][CH2:24][C:18]=4[C:15]=3[CH2:16][CH2:17]2)=[CH:10][C:9]([F:26])=[CH:8][C:7]=1[C:37]1[N:45]=[C:44]2[C:40]([N:41]=[CH:42][N:43]2[CH2:46][O:47][CH2:48][CH2:49][Si:50]([CH3:51])([CH3:52])[CH3:53])=[C:39]([NH:54][C:55]2[CH:56]=[CH:57][C:58]([N:61]3[CH2:66][CH2:65][N:64]([CH:67]4[CH2:68][O:69][CH2:70]4)[CH2:63][CH2:62]3)=[CH:59][CH:60]=2)[N:38]=1)(=[O:3])[CH3:2]. The yield is 0.600. (8) The catalyst is C(O)(=O)C. The reactants are [Br:1][C:2]1[CH:3]=[C:4]([C:14]([O:16][CH2:17][CH3:18])=[O:15])[C:5]2[CH:10]=[N:9][N:8]([CH:11]([CH3:13])[CH3:12])[C:6]=2[N:7]=1.[Br:19]Br. The product is [Br:19][C:10]1[C:5]2[C:4]([C:14]([O:16][CH2:17][CH3:18])=[O:15])=[CH:3][C:2]([Br:1])=[N:7][C:6]=2[N:8]([CH:11]([CH3:13])[CH3:12])[N:9]=1. The yield is 0.480. (9) The reactants are C(O[BH-](OC(=O)C)OC(=O)C)(=O)C.[Na+].O=[CH:16][CH2:17][CH2:18][C:19]1[CH:34]=[CH:33][C:22]([O:23][C:24]2[CH:32]=[CH:31][C:27]([C:28]([NH2:30])=[O:29])=[CH:26][N:25]=2)=[CH:21][CH:20]=1.[NH2:35][C:36]1[CH:41]=[CH:40][CH:39]=[CH:38][CH:37]=1.[OH-].[Na+]. The catalyst is ClCCCl. The product is [C:36]1([NH:35][CH2:16][CH2:17][CH2:18][C:19]2[CH:34]=[CH:33][C:22]([O:23][C:24]3[CH:32]=[CH:31][C:27]([C:28]([NH2:30])=[O:29])=[CH:26][N:25]=3)=[CH:21][CH:20]=2)[CH:41]=[CH:40][CH:39]=[CH:38][CH:37]=1. The yield is 0.0800. (10) The reactants are [F:1][C:2]([F:11])([F:10])[C:3](=O)[CH2:4][C:5]([S:7][CH3:8])=O.[N+:12]([C:15]1[CH:20]=[CH:19][C:18]([NH:21][NH2:22])=[CH:17][CH:16]=1)([O-:14])=[O:13]. The catalyst is C(O)C.Cl.O1CCOCC1. The product is [CH3:8][S:7][C:5]1[N:21]([C:18]2[CH:19]=[CH:20][C:15]([N+:12]([O-:14])=[O:13])=[CH:16][CH:17]=2)[N:22]=[C:3]([C:2]([F:11])([F:10])[F:1])[CH:4]=1. The yield is 0.100.